From a dataset of NCI-60 drug combinations with 297,098 pairs across 59 cell lines. Regression. Given two drug SMILES strings and cell line genomic features, predict the synergy score measuring deviation from expected non-interaction effect. (1) Drug 1: CC=C1C(=O)NC(C(=O)OC2CC(=O)NC(C(=O)NC(CSSCCC=C2)C(=O)N1)C(C)C)C(C)C. Drug 2: C1CC(=O)NC(=O)C1N2C(=O)C3=CC=CC=C3C2=O. Cell line: HOP-92. Synergy scores: CSS=22.8, Synergy_ZIP=1.03, Synergy_Bliss=2.15, Synergy_Loewe=-60.3, Synergy_HSA=0.495. (2) Drug 1: CN1CCC(CC1)COC2=C(C=C3C(=C2)N=CN=C3NC4=C(C=C(C=C4)Br)F)OC. Drug 2: CC(C)(C#N)C1=CC(=CC(=C1)CN2C=NC=N2)C(C)(C)C#N. Cell line: MDA-MB-231. Synergy scores: CSS=10.4, Synergy_ZIP=-3.53, Synergy_Bliss=-2.43, Synergy_Loewe=-0.880, Synergy_HSA=-1.80. (3) Drug 1: CN(C)C1=NC(=NC(=N1)N(C)C)N(C)C. Drug 2: CC1C(C(CC(O1)OC2CC(CC3=C2C(=C4C(=C3O)C(=O)C5=CC=CC=C5C4=O)O)(C(=O)C)O)N)O. Cell line: TK-10. Synergy scores: CSS=38.7, Synergy_ZIP=0.368, Synergy_Bliss=1.28, Synergy_Loewe=-46.6, Synergy_HSA=-1.02. (4) Drug 1: CC1=CC2C(CCC3(C2CCC3(C(=O)C)OC(=O)C)C)C4(C1=CC(=O)CC4)C. Drug 2: CC1CCC2CC(C(=CC=CC=CC(CC(C(=O)C(C(C(=CC(C(=O)CC(OC(=O)C3CCCCN3C(=O)C(=O)C1(O2)O)C(C)CC4CCC(C(C4)OC)OCCO)C)C)O)OC)C)C)C)OC. Cell line: COLO 205. Synergy scores: CSS=17.4, Synergy_ZIP=4.00, Synergy_Bliss=3.10, Synergy_Loewe=-12.4, Synergy_HSA=1.85.